From a dataset of Forward reaction prediction with 1.9M reactions from USPTO patents (1976-2016). Predict the product of the given reaction. (1) Given the reactants [N:1]([CH2:4][CH:5]1[O:10][C:9]2[C:11](Br)=[CH:12][CH:13]=[CH:14][C:8]=2[N:7]([CH3:16])[CH2:6]1)=[N+:2]=[N-:3].[F:17][C:18]([F:29])([F:28])[C:19]1[CH:24]=[CH:23][CH:22]=[CH:21][C:20]=1B(O)O, predict the reaction product. The product is: [N:1]([CH2:4][CH:5]1[O:10][C:9]2[C:11]([C:20]3[CH:21]=[CH:22][CH:23]=[CH:24][C:19]=3[C:18]([F:29])([F:28])[F:17])=[CH:12][CH:13]=[CH:14][C:8]=2[N:7]([CH3:16])[CH2:6]1)=[N+:2]=[N-:3]. (2) Given the reactants C(Cl)(=O)C(Cl)=O.CS(C)=O.[I:11][CH:12]1[CH2:16][O:15][CH2:14][CH:13]1[O:17][CH2:18][CH2:19][CH2:20][OH:21].CCN(CC)CC.P([O-])([O-])([O-])=O, predict the reaction product. The product is: [I:11][CH:12]1[CH2:16][O:15][CH2:14][CH:13]1[O:17][CH2:18][CH2:19][CH:20]=[O:21].